From a dataset of Forward reaction prediction with 1.9M reactions from USPTO patents (1976-2016). Predict the product of the given reaction. (1) Given the reactants [CH:1]#[C:2][CH3:3].[C:4]([O:8][C:9](=[O:18])[NH:10][C:11]1[CH:16]=[CH:15][N:14]=[CH:13][C:12]=1I)([CH3:7])([CH3:6])[CH3:5].C(OCC)(=O)C.[Cl-].[NH4+], predict the reaction product. The product is: [C:4]([O:8][C:9](=[O:18])[NH:10][C:11]1[CH:16]=[CH:15][N:14]=[CH:13][C:12]=1[C:1]#[C:2][CH3:3])([CH3:7])([CH3:6])[CH3:5]. (2) Given the reactants [NH2:1][C:2]1[C:3]([Cl:13])=[CH:4][C:5]([F:12])=[C:6]([CH:11]=1)[C:7]([O:9][CH3:10])=[O:8].N1C=CC=CC=1.[CH3:20][S:21](Cl)(=[O:23])=[O:22], predict the reaction product. The product is: [Cl:13][C:3]1[C:2]([NH:1][S:21]([CH3:20])(=[O:23])=[O:22])=[CH:11][C:6]([C:7]([O:9][CH3:10])=[O:8])=[C:5]([F:12])[CH:4]=1. (3) Given the reactants [NH2:1][C:2]1[CH:3]=[C:4]2[C:20](=[O:21])[NH:19][N:18]=[CH:17][C:6]3=[C:7]([C:11]4[CH:16]=[CH:15][CH:14]=[CH:13][CH:12]=4)[NH:8][C:9]([CH:10]=1)=[C:5]23.[CH:22]1([CH2:27][C:28](O)=[O:29])[CH2:26][CH2:25][CH2:24][CH2:23]1.C(N(CC)CC)C.F[P-](F)(F)(F)(F)F.N1(OC(N(C)C)=[N+](C)C)C2N=CC=CC=2N=N1, predict the reaction product. The product is: [CH:22]1([CH2:27][C:28]([NH:1][C:2]2[CH:3]=[C:4]3[C:20](=[O:21])[NH:19][N:18]=[CH:17][C:6]4=[C:7]([C:11]5[CH:12]=[CH:13][CH:14]=[CH:15][CH:16]=5)[NH:8][C:9]([CH:10]=2)=[C:5]34)=[O:29])[CH2:26][CH2:25][CH2:24][CH2:23]1. (4) Given the reactants [NH2:1][C:2]1[CH:18]=[C:17]([C:19]#[N:20])[CH:16]=[CH:15][C:3]=1[CH2:4][NH:5][C:6](=[O:14])[C:7]1[CH:12]=[CH:11][CH:10]=[C:9]([Cl:13])[CH:8]=1.Br[CH2:22][C:23]([O:25][CH2:26][CH3:27])=[O:24], predict the reaction product. The product is: [CH2:26]([O:25][C:23](=[O:24])[CH2:22][NH:1][C:2]1[CH:18]=[C:17]([C:19]#[N:20])[CH:16]=[CH:15][C:3]=1[CH2:4][NH:5][C:6](=[O:14])[C:7]1[CH:12]=[CH:11][CH:10]=[C:9]([Cl:13])[CH:8]=1)[CH3:27]. (5) Given the reactants [NH2:1][C:2]1[CH:28]=[CH:27][C:5]([O:6][C:7]2[CH:12]=[CH:11][N:10]=[C:9]([NH:13][C:14]([N:16]3[CH2:21][CH2:20][N:19]([CH2:22][CH2:23][N:24]([CH3:26])[CH3:25])[CH2:18][CH2:17]3)=[O:15])[CH:8]=2)=[CH:4][CH:3]=1.[C:29]1([CH2:35][C:36]([N:38]=[C:39]=[O:40])=[O:37])[CH:34]=[CH:33][CH:32]=[CH:31][CH:30]=1, predict the reaction product. The product is: [CH3:26][N:24]([CH3:25])[CH2:23][CH2:22][N:19]1[CH2:18][CH2:17][N:16]([C:14]([NH:13][C:9]2[CH:8]=[C:7]([O:6][C:5]3[CH:4]=[CH:3][C:2]([NH:1][C:39]([NH:38][C:36](=[O:37])[CH2:35][C:29]4[CH:30]=[CH:31][CH:32]=[CH:33][CH:34]=4)=[O:40])=[CH:28][CH:27]=3)[CH:12]=[CH:11][N:10]=2)=[O:15])[CH2:21][CH2:20]1. (6) Given the reactants [H-].[Na+].[CH3:3][O:4][C:5]1[CH:6]=[C:7]2[C:12](=[CH:13][CH:14]=1)[C:11](=[O:15])[NH:10][CH2:9][CH2:8]2.Br[CH2:17][C:18]1[CH:23]=[CH:22][C:21]([O:24][CH2:25][CH:26]2[CH2:28][CH2:27]2)=[CH:20][CH:19]=1.O, predict the reaction product. The product is: [CH:26]1([CH2:25][O:24][C:21]2[CH:20]=[CH:19][C:18]([CH2:17][N:10]3[CH2:9][CH2:8][C:7]4[C:12](=[CH:13][CH:14]=[C:5]([O:4][CH3:3])[CH:6]=4)[C:11]3=[O:15])=[CH:23][CH:22]=2)[CH2:27][CH2:28]1.